This data is from Reaction yield outcomes from USPTO patents with 853,638 reactions. The task is: Predict the reaction yield, written as a fraction of the theoretical maximum amount of product (1.0 means a 100% yield; for example, 0.34 means a 34% yield). (1) The reactants are [Cl:1][C:2]1[C:10]2[C:5](=[CH:6][C:7]([S:11]([N:14]3[CH2:19][C:18](=[O:20])[N:17]([CH2:21][CH:22]4[CH2:27][CH2:26][N:25]([C:28]5[CH:33]=[CH:32][C:31](=[O:34])[N:30]([CH3:35])[N:29]=5)[CH2:24][CH2:23]4)[CH:16]([C:36](O)=[O:37])[CH2:15]3)(=[O:13])=[O:12])=[CH:8][CH:9]=2)[NH:4][CH:3]=1.C([N:42]([CH2:46][CH3:47])[CH:43](C)C)(C)C.F[B-](F)(F)F.N1(OC(N(C)C)=[N+](C)C)C2C=CC=CC=2N=N1.N1CCC1. The catalyst is CN(C)C=O. The product is [N:42]1([C:36]([CH:16]2[CH2:15][N:14]([S:11]([C:7]3[CH:6]=[C:5]4[C:10]([C:2]([Cl:1])=[CH:3][NH:4]4)=[CH:9][CH:8]=3)(=[O:12])=[O:13])[CH2:19][C:18](=[O:20])[N:17]2[CH2:21][CH:22]2[CH2:23][CH2:24][N:25]([C:28]3[CH:33]=[CH:32][C:31](=[O:34])[N:30]([CH3:35])[N:29]=3)[CH2:26][CH2:27]2)=[O:37])[CH2:43][CH2:47][CH2:46]1. The yield is 0.580. (2) The reactants are Br[C:2](=[C:6]1[C:12]2[CH:13]=[CH:14][C:15]([Cl:17])=[CH:16][C:11]=2[CH2:10][CH2:9][C:8]2[CH:18]=[CH:19][CH:20]=[CH:21][C:7]1=2)[CH2:3][O:4][CH3:5].CC1(C)C(C)(C)OB([C:30]2[CH:31]=[C:32]([NH:36][S:37]([CH3:40])(=[O:39])=[O:38])[CH:33]=[CH:34][CH:35]=2)O1.C([O-])([O-])=O.[Na+].[Na+]. No catalyst specified. The product is [Cl:17][C:15]1[CH:14]=[CH:13][C:12]2[C:6](=[C:2]([C:30]3[CH:31]=[C:32]([NH:36][S:37]([CH3:40])(=[O:38])=[O:39])[CH:33]=[CH:34][CH:35]=3)[CH2:3][O:4][CH3:5])[C:7]3[CH:21]=[CH:20][CH:19]=[CH:18][C:8]=3[CH2:9][CH2:10][C:11]=2[CH:16]=1. The yield is 0.620.